Dataset: Catalyst prediction with 721,799 reactions and 888 catalyst types from USPTO. Task: Predict which catalyst facilitates the given reaction. (1) Reactant: [Br:1][C:2]1[CH:3]=[C:4]([CH:6]=[CH:7][CH:8]=1)[NH2:5].[OH-].[Na+].Cl[C:12]([O:14][CH2:15][C:16]1[CH:21]=[CH:20][CH:19]=[CH:18][CH:17]=1)=[O:13]. Product: [Br:1][C:2]1[CH:3]=[C:4]([NH:5][C:12](=[O:13])[O:14][CH2:15][C:16]2[CH:21]=[CH:20][CH:19]=[CH:18][CH:17]=2)[CH:6]=[CH:7][CH:8]=1. The catalyst class is: 7. (2) Reactant: [NH2:1][C:2]1[S:3][CH:4]=[C:5]([CH2:7][C:8]([OH:10])=[O:9])[N:6]=1.OS(O)(=O)=O.[C:16]([O-])(O)=O.[Na+]. Product: [CH3:16][O:9][C:8](=[O:10])[CH2:7][C:5]1[N:6]=[C:2]([NH2:1])[S:3][CH:4]=1. The catalyst class is: 5. (3) Reactant: Cl.[CH3:2][O:3][C:4]1[CH:9]=[CH:8][CH:7]=[CH:6][C:5]=1[C:10]1[C:18]2[C:13](=[N:14][CH:15]=[C:16]([C:19]3[CH:20]=[C:21]([CH:24]=[CH:25][CH:26]=3)[C:22]#[N:23])[CH:17]=2)[N:12]([S:27]([C:30]2[CH:35]=[CH:34][C:33]([CH3:36])=[CH:32][CH:31]=2)(=[O:29])=[O:28])[CH:11]=1.[CH3:37][OH:38]. Product: [CH3:2][O:3][C:4]1[CH:9]=[CH:8][CH:7]=[CH:6][C:5]=1[C:10]1[C:18]2[C:13](=[N:14][CH:15]=[C:16]([C:19]3[CH:20]=[C:21]([CH:24]=[CH:25][CH:26]=3)[C:22](=[NH:23])[O:38][CH3:37])[CH:17]=2)[N:12]([S:27]([C:30]2[CH:31]=[CH:32][C:33]([CH3:36])=[CH:34][CH:35]=2)(=[O:28])=[O:29])[CH:11]=1. The catalyst class is: 28.